From a dataset of Experimentally validated miRNA-target interactions with 360,000+ pairs, plus equal number of negative samples. Binary Classification. Given a miRNA mature sequence and a target amino acid sequence, predict their likelihood of interaction. (1) Result: 0 (no interaction). The miRNA is mmu-miR-1896 with sequence CUCUCUGAUGGUGGGUGAGGAG. The protein sequence of the target gene is MAASGGRACVRSLRGGVLWRSSPCHYESTATRHFLGTLQKLPLQAGVRNFHTAPVRSLFLLRPVPILLATGGGYAGYRQYEKYRERKLEKLGLEIPPKLASHWEVSLYKSVPTRLLSRACGRLNQVELPYWLRRPVYSLYIWTFGVNMTEAAVEDLHHYRNLSEFFRRKLKPQARPVCGLHCVTSPSDGKILTFGQVKNSEVEQVKGVTYSLESFLGPRANTEDLPFPPASSSDSFRNQLVTREGNELYHCVIYLAPGDYHCFHSPTDWTISHRRHFPGSLMSVNPGMARWIKELFCHNE.... (2) The miRNA is hsa-miR-5698 with sequence UGGGGGAGUGCAGUGAUUGUGG. The protein sequence of the target gene is MLLGFRRGRRSHFKHIIHGLLPAASVAPKAAVPRTPPPRSPNPSPERPRSALAAAILATTLTGRTVAIPQPRQRSRSESDVSSVEQDSFIEPYATTSQLRPRPNWQSEMGRRSSLPSFETLDYGDEEDIETQLSSSGKELGDVSAREDRGGHSDDLYAVPHRNQVPLLHEVNSEDDENISHQDGFPGSPPAPQRTQQKDGKHPVLNLKDEKPPLCEKPPPSPDITGRARQRYTEITREKFEALKEENMDLNNMNQSLTLELNTMKQAMKELQLKLKGMEKEKRKLKEAEKASSQEVAAPE.... Result: 1 (interaction).